The task is: Predict the reactants needed to synthesize the given product.. This data is from Full USPTO retrosynthesis dataset with 1.9M reactions from patents (1976-2016). (1) Given the product [NH2:20][C:19]1[S:5](=[O:27])[C:6]2[CH2:2][CH2:1][CH2:4][CH2:8][C:7]=2[C:18]=1[C:16]([C:14]1[S:15][C:11]([Br:10])=[CH:12][CH:13]=1)=[O:17], predict the reactants needed to synthesize it. The reactants are: [C:1]([C:4]1[S:5][C:6](Br)=[CH:7][CH:8]=1)(=O)[CH3:2].[Br:10][C:11]1[S:15][C:14]([C:16]([CH2:18][C:19]#[N:20])=[O:17])=[CH:13][CH:12]=1.C1(=[O:27])CCCCC1.N1CCOCC1.[S]. (2) The reactants are: [Cl:1][C:2]1[CH:7]=[C:6]([F:8])[C:5]([N+:9]([O-:11])=[O:10])=[CH:4][C:3]=1[C:12](=[O:14])[CH3:13].[Se](=O)=O.FC(F)(F)S([O-])(=O)=O.[Yb+3].FC(F)(F)S([O-])(=O)=O.FC(F)(F)S([O-])(=O)=[O:38].[O:43]1CCOC[CH2:44]1. Given the product [Cl:1][C:2]1[CH:7]=[C:6]([F:8])[C:5]([N+:9]([O-:11])=[O:10])=[CH:4][C:3]=1[CH:12]([OH:14])[C:13]([O:43][CH3:44])=[O:38], predict the reactants needed to synthesize it. (3) Given the product [CH2:18]([CH:20]([CH2:43][CH2:44][CH2:45][CH3:46])[CH2:21][O:22][C:23]1[CH:30]=[C:29]([N+:31]([O-:33])=[O:32])[C:28]([O:34][CH2:35][CH:36]([CH2:41][CH3:42])[CH2:37][CH2:38][CH2:39][CH3:40])=[CH:27][C:24]=1/[CH:25]=[CH:7]/[C:6]1[CH:5]=[CH:4][C:3]([C:1]#[N:2])=[CH:17][CH:16]=1)[CH3:19], predict the reactants needed to synthesize it. The reactants are: [C:1]([C:3]1[CH:17]=[CH:16][C:6]([CH2:7]P(=O)(OCC)OCC)=[CH:5][CH:4]=1)#[N:2].[CH2:18]([CH:20]([CH2:43][CH2:44][CH2:45][CH3:46])[CH2:21][O:22][C:23]1[CH:30]=[C:29]([N+:31]([O-:33])=[O:32])[C:28]([O:34][CH2:35][CH:36]([CH2:41][CH3:42])[CH2:37][CH2:38][CH2:39][CH3:40])=[CH:27][C:24]=1[CH:25]=O)[CH3:19].CC(C)([O-])C.[K+]. (4) Given the product [C:21]([O:20][C:18]([N:15]1[CH2:16][CH2:17][N:12]([C:9]2[C:10]3[C:5](=[CH:4][CH:3]=[C:2]([S:35][C:30]4[CH:31]=[CH:32][CH:33]=[CH:34][C:29]=4[C:25]([CH3:28])([CH3:27])[CH3:26])[CH:11]=3)[CH:6]=[CH:7][N:8]=2)[CH2:13][CH2:14]1)=[O:19])([CH3:24])([CH3:23])[CH3:22], predict the reactants needed to synthesize it. The reactants are: Br[C:2]1[CH:11]=[C:10]2[C:5]([CH:6]=[CH:7][N:8]=[C:9]2[N:12]2[CH2:17][CH2:16][N:15]([C:18]([O:20][C:21]([CH3:24])([CH3:23])[CH3:22])=[O:19])[CH2:14][CH2:13]2)=[CH:4][CH:3]=1.[C:25]([C:29]1[CH:34]=[CH:33][CH:32]=[CH:31][C:30]=1[SH:35])([CH3:28])([CH3:27])[CH3:26].